Dataset: Full USPTO retrosynthesis dataset with 1.9M reactions from patents (1976-2016). Task: Predict the reactants needed to synthesize the given product. (1) Given the product [ClH:24].[CH2:22]([NH:21][C:16]1([C:18]([NH2:20])=[O:19])[CH2:15][CH2:8][CH2:1][NH:14][CH2:17]1)[CH3:23], predict the reactants needed to synthesize it. The reactants are: [CH:1]([N:14]1[CH2:17][C:16]([NH:21][CH2:22][CH3:23])([C:18]([NH2:20])=[O:19])[CH2:15]1)([C:8]1C=CC=CC=1)C1C=CC=CC=1.[ClH:24]. (2) Given the product [ClH:31].[Cl:32][C:26]1[CH:27]=[C:28]([Cl:31])[CH:29]=[CH:30][C:25]=1[CH:20]1[C:19]2[CH:33]=[CH:34][CH:35]=[CH:36][C:18]=2[C:17]2[N:16]=[C:15]([NH:14][C:11]3[CH:12]=[CH:13][C:8]([CH2:7][CH2:6][N:37]4[CH2:42][CH2:41][CH2:40][CH2:39][CH2:38]4)=[CH:9][CH:10]=3)[N:24]=[CH:23][C:22]=2[CH2:21]1, predict the reactants needed to synthesize it. The reactants are: CS(O[CH2:6][CH2:7][C:8]1[CH:13]=[CH:12][C:11]([NH:14][C:15]2[N:24]=[CH:23][C:22]3[CH2:21][CH:20]([C:25]4[CH:30]=[CH:29][C:28]([Cl:31])=[CH:27][C:26]=4[Cl:32])[C:19]4[CH:33]=[CH:34][CH:35]=[CH:36][C:18]=4[C:17]=3[N:16]=2)=[CH:10][CH:9]=1)(=O)=O.[NH:37]1[CH2:42][CH2:41][CH2:40][CH2:39][CH2:38]1. (3) Given the product [F:53][C:35]([F:34])([F:54])[C:36]([NH:38][CH2:39][C:40]1[CH:45]=[CH:44][C:43]([F:46])=[C:42]([CH:47]2[CH2:52][CH2:51][N:50]([C:18]([C:7]3[C:6]4[C:10](=[C:2]([F:1])[CH:3]=[CH:4][C:5]=4[O:21][C:22]([F:24])([F:25])[F:23])[N:9]([CH2:11][CH2:12][O:13][C:14]([F:15])([F:17])[F:16])[CH:8]=3)=[O:20])[CH2:49][CH2:48]2)[CH:41]=1)=[O:37], predict the reactants needed to synthesize it. The reactants are: [F:1][C:2]1[CH:3]=[CH:4][C:5]([O:21][C:22]([F:25])([F:24])[F:23])=[C:6]2[C:10]=1[N:9]([CH2:11][CH2:12][O:13][C:14]([F:17])([F:16])[F:15])[CH:8]=[C:7]2[C:18]([OH:20])=O.CCN(CC)CC.Cl.[F:34][C:35]([F:54])([F:53])[C:36]([NH:38][CH2:39][C:40]1[CH:45]=[CH:44][C:43]([F:46])=[C:42]([CH:47]2[CH2:52][CH2:51][NH:50][CH2:49][CH2:48]2)[CH:41]=1)=[O:37].CCN=C=NCCCN(C)C. (4) Given the product [NH2:21][C:4]1[CH:3]=[CH:14][C:13]2[C:12](=[C:11]([O:10][CH:7]([CH3:6])[CH2:8][CH2:9][CH2:2][O:1][C:2]3[CH:9]=[CH:8][CH:7]=[CH:6][C:3]=3[C:4]#[N:5])[CH:20]=[CH:19][CH:18]=2)[N:5]=1, predict the reactants needed to synthesize it. The reactants are: [OH:1][C:2]1[CH:9]=[CH:8][CH:7]=[CH:6][C:3]=1[C:4]#[N:5].[OH:10][C:11]1[CH:12]=[C:13]([CH:18]=[CH:19][CH:20]=1)[C:14](OC)=O.[NH3:21]. (5) Given the product [CH3:8][C:6]1[CH:5]=[C:4]([C:9]2[N:13]([CH3:14])[N:12]=[C:11]([C:15](=[N:17][NH:18][C:19]([C:21]3[CH:22]=[CH:23][C:24]([C:25]([OH:27])=[O:26])=[CH:29][CH:30]=3)=[O:20])[CH3:16])[C:10]=2[OH:31])[CH:3]=[C:2]([CH3:1])[CH:7]=1, predict the reactants needed to synthesize it. The reactants are: [CH3:1][C:2]1[CH:3]=[C:4]([C:9]2[N:13]([CH3:14])[N:12]=[C:11]([C:15](=[N:17][NH:18][C:19]([C:21]3[CH:30]=[CH:29][C:24]([C:25]([O:27]C)=[O:26])=[CH:23][CH:22]=3)=[O:20])[CH3:16])[C:10]=2[OH:31])[CH:5]=[C:6]([CH3:8])[CH:7]=1.CO.[OH-].[Na+].Cl. (6) Given the product [CH3:1][O:2][C:3]([C:5]1[C:14]2[C:9](=[CH:10][CH:11]=[CH:12][CH:13]=2)[N:8]=[C:7]2[S:22][CH:17]=[CH:16][C:6]=12)=[O:4], predict the reactants needed to synthesize it. The reactants are: [CH3:1][O:2][C:3]([C:5]1[C:14]2[C:9](=[CH:10][CH:11]=[CH:12][CH:13]=2)[NH:8][C:7](=O)[C:6]=1[CH:16]=[CH2:17])=[O:4].BrBr.NC(N)=[S:22].[OH-].[NH4+].